This data is from Full USPTO retrosynthesis dataset with 1.9M reactions from patents (1976-2016). The task is: Predict the reactants needed to synthesize the given product. (1) Given the product [CH3:20][O:1][C:2]1[CH:7]=[C:6]([OH:8])[CH:5]=[CH:4][C:3]=1[CH:9]1[CH2:14][CH2:13][CH2:12][C:11](=[N:19][OH:17])[CH2:10]1, predict the reactants needed to synthesize it. The reactants are: [OH:1][C:2]1[CH:7]=[C:6]([OH:8])[CH:5]=[CH:4][C:3]=1[CH:9]1[CH2:14][CH2:13][CH2:12][C:11](=O)[CH2:10]1.Cl.[O:17]([NH2:19])C.[C:20]([O-])(=O)C.[Na+].O(N)C. (2) The reactants are: Br[CH2:2][CH2:3][CH2:4][N:5]1[CH2:10][C:9]2[CH:11]=[CH:12][CH:13]=[CH:14][C:8]=2[N:7]([C:15]2[CH:20]=[CH:19][CH:18]=[CH:17][C:16]=2[F:21])[S:6]1(=[O:23])=[O:22].[CH:24]1([NH2:27])[CH2:26][CH2:25]1.Cl. Given the product [F:21][C:16]1[CH:17]=[CH:18][CH:19]=[CH:20][C:15]=1[N:7]1[C:8]2[CH:14]=[CH:13][CH:12]=[CH:11][C:9]=2[CH2:10][N:5]([CH2:4][CH2:3][CH2:2][NH:27][CH:24]2[CH2:26][CH2:25]2)[S:6]1(=[O:23])=[O:22], predict the reactants needed to synthesize it. (3) Given the product [C:34]([N:31]1[CH2:30][CH2:29][CH:28]([NH:27][C:25]([C:21]2[C:17]3[N:18]=[CH:19][N:20]=[C:15]([C:8]4[CH:9]=[C:10]([O:13][CH3:14])[CH:11]=[CH:12][C:7]=4[O:6][CH2:5][CH:2]4[CH2:4][CH2:3]4)[C:16]=3[NH:23][C:22]=2[CH3:24])=[O:26])[CH2:33][CH2:32]1)(=[O:36])[CH3:35], predict the reactants needed to synthesize it. The reactants are: Cl.[CH:2]1([CH2:5][O:6][C:7]2[CH:12]=[CH:11][C:10]([O:13][CH3:14])=[CH:9][C:8]=2[C:15]2[C:16]3[NH:23][C:22]([CH3:24])=[C:21]([C:25]([NH:27][CH:28]4[CH2:33][CH2:32][NH:31][CH2:30][CH2:29]4)=[O:26])[C:17]=3[N:18]=[CH:19][N:20]=2)[CH2:4][CH2:3]1.[C:34](Cl)(=[O:36])[CH3:35]. (4) Given the product [CH3:1][C:2]1[N:3]=[C:4]([C:12]2[CH:17]=[CH:16][C:15]([S:18][CH2:19][CH:20]([CH3:22])[CH3:21])=[C:14]([N:23]3[CH:27]=[N:26][N:25]=[N:24]3)[CH:13]=2)[S:5][C:6]=1[C:7]([OH:9])=[O:8], predict the reactants needed to synthesize it. The reactants are: [CH3:1][C:2]1[N:3]=[C:4]([C:12]2[CH:17]=[CH:16][C:15]([S:18][CH2:19][CH:20]([CH3:22])[CH3:21])=[C:14]([N:23]3[CH:27]=[N:26][N:25]=[N:24]3)[CH:13]=2)[S:5][C:6]=1[C:7]([O:9]CC)=[O:8].O1CCCC1.CO.[OH-].[Na+].Cl. (5) Given the product [F:13][C:14]1([C:20](=[O:21])[CH2:1][P:2](=[O:7])([O:5][CH3:6])[O:3][CH3:4])[CH2:19][CH2:18][CH2:17][CH2:16][CH2:15]1, predict the reactants needed to synthesize it. The reactants are: [CH3:1][P:2](=[O:7])([O:5][CH3:6])[O:3][CH3:4].[Li]CCCC.[F:13][C:14]1([C:20](OCC)=[O:21])[CH2:19][CH2:18][CH2:17][CH2:16][CH2:15]1. (6) Given the product [CH:36]1([N:35]([CH:32]([CH3:34])[CH3:33])[C:19](=[O:20])[C:18]2[CH:22]=[CH:23][CH:24]=[C:16]([N:13]3[CH2:12][CH2:11][N:10]([CH2:9][CH2:8][CH:7]([C:1]4[CH:2]=[CH:3][CH:4]=[CH:5][CH:6]=4)[C:26]4[CH:27]=[CH:28][CH:29]=[CH:30][CH:31]=4)[CH2:15][CH2:14]3)[C:17]=2[CH3:25])[CH2:41][CH2:40][CH2:39][CH2:38][CH2:37]1, predict the reactants needed to synthesize it. The reactants are: [C:1]1([CH:7]([C:26]2[CH:31]=[CH:30][CH:29]=[CH:28][CH:27]=2)[CH2:8][CH2:9][N:10]2[CH2:15][CH2:14][N:13]([C:16]3[C:17]([CH3:25])=[C:18]([CH:22]=[CH:23][CH:24]=3)[C:19](O)=[O:20])[CH2:12][CH2:11]2)[CH:6]=[CH:5][CH:4]=[CH:3][CH:2]=1.[CH:32]([NH:35][CH:36]1[CH2:41][CH2:40][CH2:39][CH2:38][CH2:37]1)([CH3:34])[CH3:33]. (7) The reactants are: FC(F)(F)[C:3](O)=[O:4].C(OC(=O)[NH:14][CH:15]1[CH2:20][CH2:19][N:18]([C:21]2[CH:26]=[CH:25][N:24]=[C:23]3[NH:27][C:28](=[O:31])[C:29](=[O:30])[C:22]=23)[CH2:17][CH2:16]1)(C)(C)C. Given the product [NH3:14].[CH3:3][OH:4].[NH2:14][CH:15]1[CH2:16][CH2:17][N:18]([C:21]2[CH:26]=[CH:25][N:24]=[C:23]3[NH:27][C:28](=[O:31])[C:29](=[O:30])[C:22]=23)[CH2:19][CH2:20]1, predict the reactants needed to synthesize it.